From a dataset of Reaction yield outcomes from USPTO patents with 853,638 reactions. Predict the reaction yield, written as a fraction of the theoretical maximum amount of product (1.0 means a 100% yield; for example, 0.34 means a 34% yield). (1) The reactants are COC(=O)[C:4]([C:20]#[N:21])([CH:13]([CH:17]([CH3:19])[CH3:18])[CH2:14][CH2:15][CH3:16])[CH2:5][C:6]([O:8][C:9]([CH3:12])([CH3:11])[CH3:10])=[O:7].[Na+].[Cl-].O. The catalyst is CS(C)=O.[Cl-].[Na+].O. The product is [C:9]([O:8][C:6](=[O:7])[CH2:5][CH:4]([C:20]#[N:21])[CH:13]([CH:17]([CH3:18])[CH3:19])[CH2:14][CH2:15][CH3:16])([CH3:10])([CH3:12])[CH3:11]. The yield is 0.750. (2) The product is [CH2:1]([S:3][C:4]1[CH:5]=[C:6]([C:13]2[C:14]([C:19]3[CH:24]=[CH:23][CH:22]=[CH:21][C:20]=3[F:25])=[N:15][N:16]([CH3:18])[CH:17]=2)[CH:7]=[CH:8][C:9]=1[NH2:10])[CH3:2]. The catalyst is CCOC(C)=O. The reactants are [CH2:1]([S:3][C:4]1[CH:5]=[C:6]([C:13]2[C:14]([C:19]3[CH:24]=[CH:23][CH:22]=[CH:21][C:20]=3[F:25])=[N:15][N:16]([CH3:18])[CH:17]=2)[CH:7]=[CH:8][C:9]=1[N+:10]([O-])=O)[CH3:2].O.O.Cl[Sn]Cl. The yield is 0.880. (3) The reactants are [OH:1][C:2]1([C:31](OC)=[O:32])[CH2:7][CH2:6][CH:5]([N:8]2[C:16]([NH:17][C:18]3[C:23]([F:24])=[CH:22][C:21]([F:25])=[CH:20][C:19]=3[F:26])=[N:15][C:14]3[C:9]2=[N:10][C:11]([NH:27][CH:28]([CH3:30])[CH3:29])=[N:12][CH:13]=3)[CH2:4][CH2:3]1.[BH4-].[Na+]. The catalyst is CO. The product is [OH:32][CH2:31][C:2]1([OH:1])[CH2:3][CH2:4][CH:5]([N:8]2[C:16]([NH:17][C:18]3[C:19]([F:26])=[CH:20][C:21]([F:25])=[CH:22][C:23]=3[F:24])=[N:15][C:14]3[C:9]2=[N:10][C:11]([NH:27][CH:28]([CH3:29])[CH3:30])=[N:12][CH:13]=3)[CH2:6][CH2:7]1. The yield is 0.370. (4) The reactants are C(O[CH2:5][C:6](=[CH2:10])[CH2:7][CH2:8]Cl)(=O)C.C(O[CH2:15][C:16](=[CH2:20])[CH2:17][CH2:18][Br:19])(=O)C.CC(=C)CCCC(=C)CCCl. No catalyst specified. The product is [CH3:5][C:6](=[CH2:10])[CH2:7][CH2:8][CH2:20][C:16](=[CH2:15])[CH2:17][CH2:18][Br:19]. The yield is 0.950. (5) The reactants are Cl[CH2:2][CH2:3][CH2:4][CH2:5][O:6][C:7]1[CH:8]=[N:9][CH:10]=[CH:11][CH:12]=1.[CH3:13][NH2:14]. The catalyst is CO. The product is [CH3:13][NH:14][CH2:2][CH2:3][CH2:4][CH2:5][O:6][C:7]1[CH:8]=[N:9][CH:10]=[CH:11][CH:12]=1. The yield is 0.755.